This data is from NCI-60 drug combinations with 297,098 pairs across 59 cell lines. The task is: Regression. Given two drug SMILES strings and cell line genomic features, predict the synergy score measuring deviation from expected non-interaction effect. (1) Drug 1: C1CNP(=O)(OC1)N(CCCl)CCCl. Drug 2: CC(C)(C#N)C1=CC=C(C=C1)N2C3=C4C=C(C=CC4=NC=C3N(C2=O)C)C5=CC6=CC=CC=C6N=C5. Cell line: NCI-H460. Synergy scores: CSS=43.6, Synergy_ZIP=1.80, Synergy_Bliss=-0.817, Synergy_Loewe=-64.0, Synergy_HSA=0.664. (2) Drug 1: CCCS(=O)(=O)NC1=C(C(=C(C=C1)F)C(=O)C2=CNC3=C2C=C(C=N3)C4=CC=C(C=C4)Cl)F. Drug 2: C1CC(C1)(C(=O)O)C(=O)O.[NH2-].[NH2-].[Pt+2]. Cell line: HOP-92. Synergy scores: CSS=39.8, Synergy_ZIP=0.357, Synergy_Bliss=0.0947, Synergy_Loewe=-2.80, Synergy_HSA=-0.749. (3) Drug 1: CC1=CC2C(CCC3(C2CCC3(C(=O)C)OC(=O)C)C)C4(C1=CC(=O)CC4)C. Drug 2: C1C(C(OC1N2C=NC(=NC2=O)N)CO)O. Cell line: RXF 393. Synergy scores: CSS=6.31, Synergy_ZIP=-2.54, Synergy_Bliss=-1.07, Synergy_Loewe=-13.3, Synergy_HSA=-4.91. (4) Drug 1: C1CCC(CC1)NC(=O)N(CCCl)N=O. Drug 2: CCC1=C2CN3C(=CC4=C(C3=O)COC(=O)C4(CC)O)C2=NC5=C1C=C(C=C5)O. Cell line: OVCAR-8. Synergy scores: CSS=38.7, Synergy_ZIP=-5.00, Synergy_Bliss=-2.75, Synergy_Loewe=-7.01, Synergy_HSA=-0.589. (5) Drug 1: CC=C1C(=O)NC(C(=O)OC2CC(=O)NC(C(=O)NC(CSSCCC=C2)C(=O)N1)C(C)C)C(C)C. Drug 2: C1=NC(=NC(=O)N1C2C(C(C(O2)CO)O)O)N. Cell line: SF-539. Synergy scores: CSS=55.4, Synergy_ZIP=-3.72, Synergy_Bliss=-7.07, Synergy_Loewe=-6.55, Synergy_HSA=-2.85. (6) Drug 1: C1=CC(=C2C(=C1NCCNCCO)C(=O)C3=C(C=CC(=C3C2=O)O)O)NCCNCCO. Drug 2: CCCCCOC(=O)NC1=NC(=O)N(C=C1F)C2C(C(C(O2)C)O)O. Cell line: U251. Synergy scores: CSS=42.5, Synergy_ZIP=-1.08, Synergy_Bliss=-2.62, Synergy_Loewe=-40.7, Synergy_HSA=-1.57. (7) Drug 1: CS(=O)(=O)C1=CC(=C(C=C1)C(=O)NC2=CC(=C(C=C2)Cl)C3=CC=CC=N3)Cl. Drug 2: CC(C)CN1C=NC2=C1C3=CC=CC=C3N=C2N. Cell line: A498. Synergy scores: CSS=4.51, Synergy_ZIP=0.428, Synergy_Bliss=3.29, Synergy_Loewe=1.39, Synergy_HSA=1.55. (8) Drug 1: C1CN1P(=S)(N2CC2)N3CC3. Drug 2: CC1CCC2CC(C(=CC=CC=CC(CC(C(=O)C(C(C(=CC(C(=O)CC(OC(=O)C3CCCCN3C(=O)C(=O)C1(O2)O)C(C)CC4CCC(C(C4)OC)OCCO)C)C)O)OC)C)C)C)OC. Cell line: HL-60(TB). Synergy scores: CSS=30.8, Synergy_ZIP=-0.449, Synergy_Bliss=2.04, Synergy_Loewe=1.38, Synergy_HSA=1.63. (9) Drug 1: CC1=C2C(C(=O)C3(C(CC4C(C3C(C(C2(C)C)(CC1OC(=O)C(C(C5=CC=CC=C5)NC(=O)C6=CC=CC=C6)O)O)OC(=O)C7=CC=CC=C7)(CO4)OC(=O)C)O)C)OC(=O)C. Drug 2: CCCCC(=O)OCC(=O)C1(CC(C2=C(C1)C(=C3C(=C2O)C(=O)C4=C(C3=O)C=CC=C4OC)O)OC5CC(C(C(O5)C)O)NC(=O)C(F)(F)F)O. Cell line: CAKI-1. Synergy scores: CSS=53.2, Synergy_ZIP=1.39, Synergy_Bliss=-0.155, Synergy_Loewe=0.510, Synergy_HSA=0.413.